From a dataset of CYP2D6 inhibition data for predicting drug metabolism from PubChem BioAssay. Regression/Classification. Given a drug SMILES string, predict its absorption, distribution, metabolism, or excretion properties. Task type varies by dataset: regression for continuous measurements (e.g., permeability, clearance, half-life) or binary classification for categorical outcomes (e.g., BBB penetration, CYP inhibition). Dataset: cyp2d6_veith. (1) The compound is CN1CCN(c2nc3c(c(=O)n(C)c(=O)n3C)n2C)CC1. The result is 0 (non-inhibitor). (2) The molecule is COc1cc2c(c(OC)c1OC)-c1ccc(OC)c(=O)cc1[C@@H](NC(C)=O)CC2. The result is 1 (inhibitor). (3) The molecule is Clc1ccc(/C=N/Nc2nnc(-c3ncc[nH]3)c3ccccc23)cc1. The result is 0 (non-inhibitor).